This data is from Forward reaction prediction with 1.9M reactions from USPTO patents (1976-2016). The task is: Predict the product of the given reaction. (1) Given the reactants [CH3:1][N:2]([C:6]1[CH:11]=[CH:10][CH:9]=[CH:8][CH:7]=1)[C:3](Cl)=[O:4].[OH:12][C:13]1[N:18]=[CH:17][C:16]([N:19]2[C:24](=[O:25])[CH2:23][CH2:22][CH2:21][C:20]2=[O:26])=[CH:15][CH:14]=1.N12CCN(CC1)CC2, predict the reaction product. The product is: [O:26]=[C:20]1[CH2:21][CH2:22][CH2:23][C:24](=[O:25])[N:19]1[C:16]1[CH:17]=[N:18][C:13]([O:12][C:3](=[O:4])[N:2]([CH3:1])[C:6]2[CH:11]=[CH:10][CH:9]=[CH:8][CH:7]=2)=[CH:14][CH:15]=1. (2) Given the reactants [NH2:1][CH2:2][C@@H:3]1[C@H:8]([CH3:9])[CH2:7][CH2:6][CH2:5][N:4]1[C:10]([C:12]1[CH:17]=[CH:16][C:15]([CH3:18])=[CH:14][C:13]=1[N:19]1[N:23]=[CH:22][CH:21]=[N:20]1)=[O:11].Cl[C:25]1[N:30]=[CH:29][C:28]([C:31]([F:34])([F:33])[F:32])=[CH:27][N:26]=1, predict the reaction product. The product is: [CH3:9][C@@H:8]1[CH2:7][CH2:6][CH2:5][N:4]([C:10]([C:12]2[CH:17]=[CH:16][C:15]([CH3:18])=[CH:14][C:13]=2[N:19]2[N:23]=[CH:22][CH:21]=[N:20]2)=[O:11])[C@@H:3]1[CH2:2][NH:1][C:25]1[N:30]=[CH:29][C:28]([C:31]([F:34])([F:33])[F:32])=[CH:27][N:26]=1. (3) Given the reactants [NH2:1][CH2:2][CH2:3][N:4]1[C:8]([NH:9][C:10]([C:23]2[CH:28]=[CH:27][CH:26]=[CH:25][CH:24]=2)([C:17]2[CH:22]=[CH:21][CH:20]=[CH:19][CH:18]=2)[C:11]2[CH:16]=[CH:15][CH:14]=[CH:13][CH:12]=2)=[CH:7][CH:6]=[N:5]1.C(N(CC)CC)C.F[C:37]1[CH:42]=[CH:41][C:40]([N+:43]([O-:45])=[O:44])=[CH:39][CH:38]=1.O, predict the reaction product. The product is: [N+:43]([C:40]1[CH:41]=[CH:42][C:37]([NH:1][CH2:2][CH2:3][N:4]2[C:8]([NH:9][C:10]([C:23]3[CH:28]=[CH:27][CH:26]=[CH:25][CH:24]=3)([C:17]3[CH:18]=[CH:19][CH:20]=[CH:21][CH:22]=3)[C:11]3[CH:16]=[CH:15][CH:14]=[CH:13][CH:12]=3)=[CH:7][CH:6]=[N:5]2)=[CH:38][CH:39]=1)([O-:45])=[O:44]. (4) Given the reactants [F:1][C:2]1[CH:3]=[C:4]([NH:16][C:17]([N:19]2[CH2:23][CH2:22][N:21]([C:24]3[CH:29]=[CH:28][CH:27]=[CH:26][CH:25]=3)[C:20]2=[O:30])=[O:18])[CH:5]=[CH:6][C:7]=1[O:8][C:9]1[CH:14]=[CH:13][N:12]=[CH:11][C:10]=1I.C(N(CC)CC)C.[CH2:38]([C:45]#[CH:46])[C:39]1[CH:44]=[CH:43][CH:42]=[CH:41][CH:40]=1, predict the reaction product. The product is: [F:1][C:2]1[CH:3]=[C:4]([NH:16][C:17]([N:19]2[CH2:23][CH2:22][N:21]([C:24]3[CH:29]=[CH:28][CH:27]=[CH:26][CH:25]=3)[C:20]2=[O:30])=[O:18])[CH:5]=[CH:6][C:7]=1[O:8][C:9]1[CH:14]=[CH:13][N:12]=[CH:11][C:10]=1[C:46]#[C:45][CH2:38][C:39]1[CH:44]=[CH:43][CH:42]=[CH:41][CH:40]=1. (5) Given the reactants [Cl:1][C:2]1[N:10]=[C:9]2[C:5]([N:6]=[CH:7][N:8]2[C@@H:11]2[CH2:15][C@H:14]([N:16]3[N:20]=[N:19][C:18]([CH2:21][CH3:22])=[N:17]3)[CH:13]=[CH:12]2)=[C:4](Cl)[N:3]=1.C(NC(C)C)(C)C.[C:31]1([CH:37]([C:40]2[CH:45]=[CH:44][CH:43]=[CH:42][CH:41]=2)[CH2:38][NH2:39])[CH:36]=[CH:35][CH:34]=[CH:33][CH:32]=1, predict the reaction product. The product is: [Cl:1][C:2]1[N:10]=[C:9]2[C:5]([N:6]=[CH:7][N:8]2[C@@H:11]2[CH2:15][C@H:14]([N:16]3[N:20]=[N:19][C:18]([CH2:21][CH3:22])=[N:17]3)[CH:13]=[CH:12]2)=[C:4]([NH:39][CH2:38][CH:37]([C:31]2[CH:36]=[CH:35][CH:34]=[CH:33][CH:32]=2)[C:40]2[CH:45]=[CH:44][CH:43]=[CH:42][CH:41]=2)[N:3]=1.